Predict which catalyst facilitates the given reaction. From a dataset of Catalyst prediction with 721,799 reactions and 888 catalyst types from USPTO. (1) Reactant: [F:1][CH:2]([F:32])[C:3]1[CH:7]=[C:6]([CH:8]([F:10])[F:9])[N:5]([CH:11]([C:22]([N:24]2[CH2:29][CH2:28][CH:27]([C:30]#[N:31])[CH2:26][CH2:25]2)=[O:23])[C:12]([O:14][CH2:15][C:16]2[CH:21]=[CH:20][CH:19]=[CH:18][CH:17]=2)=[O:13])[N:4]=1.[NH4+].[NH4+].[S-2:35]. Product: [F:32][CH:2]([F:1])[C:3]1[CH:7]=[C:6]([CH:8]([F:10])[F:9])[N:5]([CH:11]([C:22]([N:24]2[CH2:29][CH2:28][CH:27]([C:30](=[S:35])[NH2:31])[CH2:26][CH2:25]2)=[O:23])[C:12]([O:14][CH2:15][C:16]2[CH:21]=[CH:20][CH:19]=[CH:18][CH:17]=2)=[O:13])[N:4]=1. The catalyst class is: 17. (2) Reactant: C(Cl)CCl.C1C=CC2N(O)N=NC=2C=1.[NH2:15][CH2:16][C:17]1[C:18]([F:34])=[C:19]([O:24][C:25]2[CH:26]=[C:27]([CH:30]=[C:31]([Cl:33])[CH:32]=2)[C:28]#[N:29])[C:20]([Br:23])=[CH:21][CH:22]=1.[N:35]([C:38]1[NH:39][C:40]([C:44](O)=[O:45])=[C:41]([Cl:43])[N:42]=1)=[N+:36]=[N-:37]. Product: [N:35]([C:38]1[NH:39][C:40]([C:44]([NH:15][CH2:16][C:17]2[CH:22]=[CH:21][C:20]([Br:23])=[C:19]([O:24][C:25]3[CH:26]=[C:27]([C:28]#[N:29])[CH:30]=[C:31]([Cl:33])[CH:32]=3)[C:18]=2[F:34])=[O:45])=[C:41]([Cl:43])[N:42]=1)=[N+:36]=[N-:37]. The catalyst class is: 31. (3) Reactant: [CH3:1][O:2][C:3]1[C:4]([CH3:31])=[C:5]([C:22]([O:29][CH3:30])=[C:23]([O:27][CH3:28])[C:24]=1[O:25][CH3:26])[CH2:6][C:7]1[C:8]([C:16]2[CH:21]=[CH:20][N:19]=[CH:18][CH:17]=2)=[C:9]([CH:13]=[CH:14][CH:15]=1)[C:10](O)=[O:11].[F:32][C:33]([F:42])([F:41])[C:34]1[CH:40]=[CH:39][C:37]([NH2:38])=[CH:36][CH:35]=1.C(N(CC)CC)C.[Cl-].ClC1N(C)CC[NH+]1C. Product: [CH3:1][O:2][C:3]1[C:4]([CH3:31])=[C:5]([C:22]([O:29][CH3:30])=[C:23]([O:27][CH3:28])[C:24]=1[O:25][CH3:26])[CH2:6][C:7]1[C:8]([C:16]2[CH:17]=[CH:18][N:19]=[CH:20][CH:21]=2)=[C:9]([CH:13]=[CH:14][CH:15]=1)[C:10]([NH:38][C:37]1[CH:39]=[CH:40][C:34]([C:33]([F:41])([F:42])[F:32])=[CH:35][CH:36]=1)=[O:11]. The catalyst class is: 2. (4) Reactant: [CH3:1][N:2]1[CH2:15][CH2:14][C:5]2[NH:6][C:7]3[CH:8]=[CH:9][C:10]([CH3:13])=[CH:11][C:12]=3[C:4]=2[CH2:3]1.N1CCC[C@H]1C(O)=O.P([O-])([O-])([O-])=O.[K+].[K+].[K+].Br[CH:33]=[C:34]([C:36]1[CH:41]=[CH:40][C:39]([Cl:42])=[CH:38][CH:37]=1)[CH3:35]. Product: [Cl:42][C:39]1[CH:40]=[CH:41][C:36](/[C:34](/[CH3:35])=[CH:33]/[N:6]2[C:7]3[CH:8]=[CH:9][C:10]([CH3:13])=[CH:11][C:12]=3[C:4]3[CH2:3][N:2]([CH3:1])[CH2:15][CH2:14][C:5]2=3)=[CH:37][CH:38]=1. The catalyst class is: 122. (5) Reactant: [F:1][CH:2]([F:34])[O:3][C:4]1[C:12]2[C:11](=O)[N:10]([C:14]3[CH:19]=[CH:18][C:17]([CH2:20][C:21]([OH:23])=[O:22])=[CH:16][C:15]=3[F:24])[CH:9]([OH:25])[C:8]=2[C:7]([O:26][CH:27]([F:29])[F:28])=[C:6]2[CH:30]=[CH:31][CH:32]=[CH:33][C:5]=12.C([SiH](CC)CC)C. Product: [F:34][CH:2]([F:1])[O:3][C:4]1[C:12]2[CH2:11][N:10]([C:14]3[CH:19]=[CH:18][C:17]([CH2:20][C:21]([OH:23])=[O:22])=[CH:16][C:15]=3[F:24])[C:9](=[O:25])[C:8]=2[C:7]([O:26][CH:27]([F:28])[F:29])=[C:6]2[CH:30]=[CH:31][CH:32]=[CH:33][C:5]=12. The catalyst class is: 55. (6) Reactant: [CH3:1][C@@H:2]1[CH2:7][CH2:6][C@@H:5]([O:8]C(C2C=CC([N+]([O-])=O)=CC=2)=O)[CH2:4][N:3]1[C:20]([O:22][CH2:23][C:24]1[CH:29]=[CH:28][CH:27]=[CH:26][CH:25]=1)=[O:21].O. Product: [OH:8][C@H:5]1[CH2:4][N:3]([C:20]([O:22][CH2:23][C:24]2[CH:29]=[CH:28][CH:27]=[CH:26][CH:25]=2)=[O:21])[C@H:2]([CH3:1])[CH2:7][CH2:6]1. The catalyst class is: 36. (7) Reactant: C([O:7][C:8]1[C:13](=[O:14])[N:12]2[CH:15]=[CH:16][CH:17]=[CH:18][C:11]2=[N:10][C:9]=1[C:19]([O:21]C)=O)(=O)C(C)(C)C.[F:23][C:24]1[CH:31]=[CH:30][C:27]([CH2:28][NH2:29])=[CH:26][CH:25]=1.C(N(CC)CC)C. Product: [F:23][C:24]1[CH:31]=[CH:30][C:27]([CH2:28][NH:29][C:19]([C:9]2[N:10]=[C:11]3[CH:18]=[CH:17][CH:16]=[CH:15][N:12]3[C:13](=[O:14])[C:8]=2[OH:7])=[O:21])=[CH:26][CH:25]=1. The catalyst class is: 5. (8) Reactant: [Br:1][C:2]1[C:7]([F:8])=[CH:6][C:5]([S:9](Cl)(=[O:11])=[O:10])=[CH:4][C:3]=1[F:13].[CH2:14]([NH:18][C:19]1[CH:24]=[CH:23][C:22]([CH3:25])=[CH:21][C:20]=1[CH3:26])[CH:15]([CH3:17])[CH3:16]. Product: [Br:1][C:2]1[C:7]([F:8])=[CH:6][C:5]([S:9]([N:18]([C:19]2[CH:24]=[CH:23][C:22]([CH3:25])=[CH:21][C:20]=2[CH3:26])[CH2:14][CH:15]([CH3:17])[CH3:16])(=[O:11])=[O:10])=[CH:4][C:3]=1[F:13]. The catalyst class is: 17.